Dataset: Forward reaction prediction with 1.9M reactions from USPTO patents (1976-2016). Task: Predict the product of the given reaction. (1) Given the reactants C(OC(=O)[NH:7][C:8]1[CH:13]=[CH:12][CH:11]=[C:10]([C:14]2[CH:19]=[CH:18][C:17]([CH2:20][NH:21][S:22]([CH3:25])(=[O:24])=[O:23])=[CH:16][CH:15]=2)[N:9]=1)(C)(C)C, predict the reaction product. The product is: [NH2:7][C:8]1[N:9]=[C:10]([C:14]2[CH:15]=[CH:16][C:17]([CH2:20][NH:21][S:22]([CH3:25])(=[O:24])=[O:23])=[CH:18][CH:19]=2)[CH:11]=[CH:12][CH:13]=1. (2) Given the reactants [NH3:1].CO.[Cl:4][C:5]1[CH:6]=[C:7]2[C:13]3([CH2:17][CH2:16][N:15]([C:18](=[O:24])[C:19]([O:21]CC)=O)[CH2:14]3)[CH2:12][N:11]([C:25](=[O:33])[NH:26][C:27]3[S:28][C:29]([Cl:32])=[CH:30][N:31]=3)[C:8]2=[CH:9][CH:10]=1, predict the reaction product. The product is: [NH2:1][C:19](=[O:21])[C:18]([N:15]1[CH2:16][CH2:17][C:13]2([C:7]3[C:8](=[CH:9][CH:10]=[C:5]([Cl:4])[CH:6]=3)[N:11]([C:25]([NH:26][C:27]3[S:28][C:29]([Cl:32])=[CH:30][N:31]=3)=[O:33])[CH2:12]2)[CH2:14]1)=[O:24]. (3) The product is: [CH2:29]([C:31]1[CH:36]=[CH:35][CH:34]=[C:33]([CH2:37][CH3:38])[C:32]=1[C:4]1[N:3]=[C:2]([CH3:42])[C:7]([CH2:8][N:9]([CH3:20])[CH:10]2[C:19]3[C:14](=[CH:15][CH:16]=[CH:17][CH:18]=3)[CH2:13][CH2:12][CH2:11]2)=[C:6]([C:21]([N:23]2[CH2:24][CH2:25][CH2:26][CH2:27]2)=[O:22])[CH:5]=1)[CH3:30]. Given the reactants Cl[C:2]1[C:7]([CH2:8][N:9]([CH3:20])[CH:10]2[C:19]3[C:14](=[CH:15][CH:16]=[CH:17][CH:18]=3)[CH2:13][CH2:12][CH2:11]2)=[C:6]([C:21]([N:23]2[CH2:27][CH2:26][CH2:25][CH2:24]2)=[O:22])[CH:5]=[C:4](Cl)[N:3]=1.[CH2:29]([C:31]1[CH:36]=[CH:35][CH:34]=[C:33]([CH2:37][CH3:38])[C:32]=1B(O)O)[CH3:30].[C:42]([O-])([O-])=O.[Na+].[Na+].CB(O)O.[OH-].[Na+], predict the reaction product.